The task is: Predict the reactants needed to synthesize the given product.. This data is from Full USPTO retrosynthesis dataset with 1.9M reactions from patents (1976-2016). (1) Given the product [C:1]([O:5][C:6]([NH:8][C@H:9]([CH2:14][C:15]1[CH:20]=[C:19]([F:21])[C:18]([F:22])=[CH:17][C:16]=1[F:23])[CH2:10][C:11]([N:45]1[CH2:44][C@@H:43]([CH3:46])[CH2:42][NH:41][C:40](=[O:47])[C@H:39]1[CH3:38])=[O:13])=[O:7])([CH3:2])([CH3:3])[CH3:4], predict the reactants needed to synthesize it. The reactants are: [C:1]([O:5][C:6]([NH:8][C@H:9]([CH2:14][C:15]1[CH:20]=[C:19]([F:21])[C:18]([F:22])=[CH:17][C:16]=1[F:23])[CH2:10][C:11]([OH:13])=O)=[O:7])([CH3:4])([CH3:3])[CH3:2].C1C=CC2N(O)N=NC=2C=1.C(Cl)CCl.[CH3:38][C@H:39]1[NH:45][CH2:44][C@@H:43]([CH3:46])[CH2:42][NH:41][C:40]1=[O:47]. (2) Given the product [F:44][C:45]1[CH:50]=[CH:49][CH:48]=[CH:47][C:46]=1[S:9]([NH:12][C:13]1[C:22]([C:23]([O:25][CH3:26])=[O:24])=[C:21]2[C:16]([CH:17]3[CH2:27][CH:18]3[CH2:19][O:20]2)=[CH:15][CH:14]=1)(=[O:10])=[O:11], predict the reactants needed to synthesize it. The reactants are: BrC1C=C(F)C=CC=1[S:9]([NH:12][C:13]1[C:22]([C:23]([O:25][CH3:26])=[O:24])=[C:21]2[C:16]([CH:17]3[CH2:27][CH:18]3[CH2:19][O:20]2)=[CH:15][CH:14]=1)(=[O:11])=[O:10].NC1C(C(OC)=O)=C2C(C3CC3CO2)=CC=1.[F:44][C:45]1[CH:50]=[CH:49][CH:48]=[CH:47][C:46]=1S(Cl)(=O)=O. (3) The reactants are: [NH2:1][C:2]1[CH:7]=[CH:6][C:5]([S:8]([NH:11][C:12]2[S:13][C:14]([C:17]([CH3:20])([CH3:19])[CH3:18])=[N:15][N:16]=2)(=[O:10])=[O:9])=[CH:4][CH:3]=1.[C:21](Cl)(=[O:31])[CH2:22][CH2:23][CH2:24][CH2:25][CH2:26][CH2:27][CH2:28][CH2:29][CH3:30].Cl. Given the product [C:17]([C:14]1[S:13][C:12]([NH:11][S:8]([C:5]2[CH:6]=[CH:7][C:2]([NH:1][C:21](=[O:31])[CH2:22][CH2:23][CH2:24][CH2:25][CH2:26][CH2:27][CH2:28][CH2:29][CH3:30])=[CH:3][CH:4]=2)(=[O:10])=[O:9])=[N:16][N:15]=1)([CH3:20])([CH3:19])[CH3:18], predict the reactants needed to synthesize it. (4) Given the product [Cl:1][C:2]1[CH:7]=[CH:6][C:5]([C:8]2[C:14]3[CH:15]=[C:16]([O:19][C:20]([F:22])([F:21])[F:23])[CH:17]=[CH:18][C:13]=3[CH2:12][CH:11]([CH3:24])[NH:10][N:9]=2)=[CH:4][CH:3]=1, predict the reactants needed to synthesize it. The reactants are: [Cl:1][C:2]1[CH:7]=[CH:6][C:5]([C:8]2[C:14]3[CH:15]=[C:16]([O:19][C:20]([F:23])([F:22])[F:21])[CH:17]=[CH:18][C:13]=3[CH2:12][C:11]([CH3:24])=[N:10][N:9]=2)=[CH:4][CH:3]=1.Cl.C([BH3-])#N.[Na+].[OH-].[Na+].